From a dataset of Forward reaction prediction with 1.9M reactions from USPTO patents (1976-2016). Predict the product of the given reaction. (1) Given the reactants CN(C)C=O.[F:6][C:7]([F:17])([F:16])[C:8]([N:10]=[C:11]1[NH:15][CH2:14][CH2:13][S:12]1)=[O:9].[Cl:18][C:19]1[CH:24]=[CH:23][C:22]([CH2:25]Cl)=[CH:21][N:20]=1.C(=O)([O-])[O-].[K+].[K+], predict the reaction product. The product is: [Cl:18][C:19]1[N:20]=[CH:21][C:22]([CH2:25][N:15]2[CH2:14][CH2:13][S:12][C:11]2=[N:10][C:8](=[O:9])[C:7]([F:6])([F:16])[F:17])=[CH:23][CH:24]=1. (2) Given the reactants [CH3:1][O:2][C:3]([C@@H:5]1[CH2:9][C@H:8]([NH2:10])[CH2:7][N:6]1[CH2:11][CH:12]1[CH2:17][CH2:16][CH2:15][CH2:14][CH2:13]1)=[O:4].[NH2:18][C:19]1[C:28]2[C:23](=[CH:24][CH:25]=[CH:26][CH:27]=2)[CH:22]=[CH:21][C:20]=1[C:29](O)=[O:30], predict the reaction product. The product is: [CH3:1][O:2][C:3]([C@@H:5]1[CH2:9][C@H:8]([NH:10][C:29]([C:20]2[CH:21]=[CH:22][C:23]3[C:28](=[CH:27][CH:26]=[CH:25][CH:24]=3)[C:19]=2[NH2:18])=[O:30])[CH2:7][N:6]1[CH2:11][CH:12]1[CH2:17][CH2:16][CH2:15][CH2:14][CH2:13]1)=[O:4]. (3) Given the reactants Cl[C:2]1[C:11]2[C:6](=[CH:7][C:8]([S:12]([NH:15][C:16]3[S:17][CH:18]=[CH:19][N:20]=3)(=[O:14])=[O:13])=[CH:9][CH:10]=2)[CH:5]=[CH:4][N:3]=1.C(=O)([O-])[O-].[K+].[K+].[C:27]1([CH:33]2[CH2:37][CH2:36][NH:35][CH2:34]2)[CH:32]=[CH:31][CH:30]=[CH:29][CH:28]=1, predict the reaction product. The product is: [C:27]1([CH:33]2[CH2:37][CH2:36][N:35]([C:2]3[C:11]4[C:6](=[CH:7][C:8]([S:12]([NH:15][C:16]5[S:17][CH:18]=[CH:19][N:20]=5)(=[O:14])=[O:13])=[CH:9][CH:10]=4)[CH:5]=[CH:4][N:3]=3)[CH2:34]2)[CH:32]=[CH:31][CH:30]=[CH:29][CH:28]=1. (4) Given the reactants [F:1][C:2]1[CH:3]=[C:4]([C:8]2[N:13]=[C:12]([CH3:14])[C:11]([C:15](Cl)=[O:16])=[CH:10][N:9]=2)[CH:5]=[CH:6][CH:7]=1.[N:18]1([NH2:27])[C:26]2[C:21](=[N:22][CH:23]=[CH:24][CH:25]=2)[CH:20]=[CH:19]1.C(=O)([O-])[O-].[K+].[K+], predict the reaction product. The product is: [N:18]1([NH:27][C:15]([C:11]2[C:12]([CH3:14])=[N:13][C:8]([C:4]3[CH:5]=[CH:6][CH:7]=[C:2]([F:1])[CH:3]=3)=[N:9][CH:10]=2)=[O:16])[C:26]2[C:21](=[N:22][CH:23]=[CH:24][CH:25]=2)[CH:20]=[CH:19]1. (5) Given the reactants [CH3:1][N:2]1[CH2:7][CH2:6][N:5]([C:8]([C:10]2[O:14][C:13]([C:15]3[CH:24]=[N:23][C:22]4[C:21]([N:25]5[CH2:30][CH2:29][O:28][CH2:27][CH2:26]5)=[N:20][C:19]([C:31]5[CH:32]=[N:33][C:34]([NH:37]C(=O)OC(C)(C)C)=[N:35][CH:36]=5)=[N:18][C:17]=4[CH:16]=3)=[CH:12][CH:11]=2)=[O:9])[CH2:4][CH2:3]1.FC(F)(F)C(O)=O.C(=O)(O)[O-].[Na+], predict the reaction product. The product is: [NH2:37][C:34]1[N:33]=[CH:32][C:31]([C:19]2[N:20]=[C:21]([N:25]3[CH2:30][CH2:29][O:28][CH2:27][CH2:26]3)[C:22]3[N:23]=[CH:24][C:15]([C:13]4[O:14][C:10]([C:8]([N:5]5[CH2:4][CH2:3][N:2]([CH3:1])[CH2:7][CH2:6]5)=[O:9])=[CH:11][CH:12]=4)=[CH:16][C:17]=3[N:18]=2)=[CH:36][N:35]=1. (6) Given the reactants C1([O:7][C:8](=O)[NH:9][C:10]2([C:22]3[CH:27]=[CH:26][CH:25]=[CH:24][C:23]=3[O:28][CH2:29][CH3:30])[C:18]3[C:13](=[CH:14][CH:15]=[C:16]([O:19][CH3:20])[CH:17]=3)[NH:12][C:11]2=[O:21])C=CC=CC=1.[CH3:32][N:33]1[CH2:38][CH2:37][CH:36]([N:39]2[CH2:44][CH2:43][NH:42][CH2:41][CH2:40]2)[CH2:35][CH2:34]1, predict the reaction product. The product is: [CH2:29]([O:28][C:23]1[CH:24]=[CH:25][CH:26]=[CH:27][C:22]=1[C:10]1([NH:9][C:8]([N:42]2[CH2:41][CH2:40][N:39]([CH:36]3[CH2:37][CH2:38][N:33]([CH3:32])[CH2:34][CH2:35]3)[CH2:44][CH2:43]2)=[O:7])[C:18]2[C:13](=[CH:14][CH:15]=[C:16]([O:19][CH3:20])[CH:17]=2)[NH:12][C:11]1=[O:21])[CH3:30]. (7) Given the reactants [CH3:1][O:2][C:3]([C:5]1[C:9]([NH:10][C:11](=[O:15])[CH2:12]CCl)=[CH:8][S:7][CH:6]=1)=[O:4].C(=O)([O-])[O-].[K+].[K+].[OH:22][C:23]1[CH:28]=[CH:27][C:26]([C:29]2[CH:34]=[CH:33][CH:32]=[CH:31][CH:30]=2)=[CH:25][CH:24]=1.O, predict the reaction product. The product is: [CH3:1][O:2][C:3]([C:5]1[C:9]([NH:10][C:11](=[O:15])[CH2:12][O:22][C:23]2[CH:24]=[CH:25][C:26]([C:29]3[CH:34]=[CH:33][CH:32]=[CH:31][CH:30]=3)=[CH:27][CH:28]=2)=[CH:8][S:7][CH:6]=1)=[O:4].